The task is: Predict the product of the given reaction.. This data is from Forward reaction prediction with 1.9M reactions from USPTO patents (1976-2016). (1) Given the reactants [C:1]([NH:4][C:5]([CH2:16][CH2:17][C:18]1[CH:23]=[CH:22][C:21]([S:24][C:25]2[CH:30]=[CH:29][C:28]([C:31](=[O:34])[CH2:32]Cl)=[CH:27][CH:26]=2)=[CH:20][CH:19]=1)([C:11]([O:13][CH2:14][CH3:15])=[O:12])[C:6]([O:8][CH2:9][CH3:10])=[O:7])(=[O:3])[CH3:2].[C:35]([OH:40])(=[O:39])[CH2:36][CH2:37][CH3:38].CCN(CC)CC, predict the reaction product. The product is: [C:1]([NH:4][C:5]([CH2:16][CH2:17][C:18]1[CH:23]=[CH:22][C:21]([S:24][C:25]2[CH:30]=[CH:29][C:28]([C:31](=[O:34])[CH2:32][O:40][C:35](=[O:39])[CH2:36][CH2:37][CH3:38])=[CH:27][CH:26]=2)=[CH:20][CH:19]=1)([C:11]([O:13][CH2:14][CH3:15])=[O:12])[C:6]([O:8][CH2:9][CH3:10])=[O:7])(=[O:3])[CH3:2]. (2) The product is: [C:18]([O:11][C:4]1[C:3]([O:2][CH3:1])=[CH:10][CH:9]=[CH:8][C:5]=1[CH:6]=[O:7])(=[O:20])[CH3:19]. Given the reactants [CH3:1][O:2][C:3]1[CH:10]=[CH:9][CH:8]=[C:5]([CH:6]=[O:7])[C:4]=1[OH:11].N1C=CC=CC=1.[C:18](Cl)(=[O:20])[CH3:19], predict the reaction product.